From a dataset of NCI-60 drug combinations with 297,098 pairs across 59 cell lines. Regression. Given two drug SMILES strings and cell line genomic features, predict the synergy score measuring deviation from expected non-interaction effect. (1) Drug 1: CS(=O)(=O)C1=CC(=C(C=C1)C(=O)NC2=CC(=C(C=C2)Cl)C3=CC=CC=N3)Cl. Drug 2: CC1=C2C(C(=O)C3(C(CC4C(C3C(C(C2(C)C)(CC1OC(=O)C(C(C5=CC=CC=C5)NC(=O)C6=CC=CC=C6)O)O)OC(=O)C7=CC=CC=C7)(CO4)OC(=O)C)O)C)OC(=O)C. Cell line: OVCAR-5. Synergy scores: CSS=45.3, Synergy_ZIP=3.37, Synergy_Bliss=5.62, Synergy_Loewe=-18.2, Synergy_HSA=5.57. (2) Drug 1: CC(C1=C(C=CC(=C1Cl)F)Cl)OC2=C(N=CC(=C2)C3=CN(N=C3)C4CCNCC4)N. Drug 2: CC1C(C(CC(O1)OC2CC(CC3=C2C(=C4C(=C3O)C(=O)C5=C(C4=O)C(=CC=C5)OC)O)(C(=O)C)O)N)O.Cl. Cell line: SN12C. Synergy scores: CSS=44.6, Synergy_ZIP=12.0, Synergy_Bliss=14.3, Synergy_Loewe=15.1, Synergy_HSA=15.1. (3) Drug 1: C1=CC(=CC=C1CCC2=CNC3=C2C(=O)NC(=N3)N)C(=O)NC(CCC(=O)O)C(=O)O. Drug 2: CCCS(=O)(=O)NC1=C(C(=C(C=C1)F)C(=O)C2=CNC3=C2C=C(C=N3)C4=CC=C(C=C4)Cl)F. Cell line: HS 578T. Synergy scores: CSS=8.68, Synergy_ZIP=-2.18, Synergy_Bliss=-2.02, Synergy_Loewe=-19.2, Synergy_HSA=-7.80. (4) Drug 1: CCCCC(=O)OCC(=O)C1(CC(C2=C(C1)C(=C3C(=C2O)C(=O)C4=C(C3=O)C=CC=C4OC)O)OC5CC(C(C(O5)C)O)NC(=O)C(F)(F)F)O. Drug 2: C(CC(=O)O)C(=O)CN.Cl. Cell line: PC-3. Synergy scores: CSS=22.7, Synergy_ZIP=-5.44, Synergy_Bliss=1.80, Synergy_Loewe=-6.74, Synergy_HSA=2.35. (5) Drug 1: C1CN(CCN1C(=O)CCBr)C(=O)CCBr. Drug 2: CN(C(=O)NC(C=O)C(C(C(CO)O)O)O)N=O. Cell line: A549. Synergy scores: CSS=17.6, Synergy_ZIP=-3.66, Synergy_Bliss=-2.24, Synergy_Loewe=-8.55, Synergy_HSA=-3.81. (6) Drug 1: CCC1=C2CN3C(=CC4=C(C3=O)COC(=O)C4(CC)O)C2=NC5=C1C=C(C=C5)O. Drug 2: CC1CCC2CC(C(=CC=CC=CC(CC(C(=O)C(C(C(=CC(C(=O)CC(OC(=O)C3CCCCN3C(=O)C(=O)C1(O2)O)C(C)CC4CCC(C(C4)OC)OCCO)C)C)O)OC)C)C)C)OC. Cell line: EKVX. Synergy scores: CSS=4.06, Synergy_ZIP=6.76, Synergy_Bliss=-0.684, Synergy_Loewe=-1.65, Synergy_HSA=-3.09. (7) Drug 1: C(=O)(N)NO. Drug 2: CC12CCC3C(C1CCC2OP(=O)(O)O)CCC4=C3C=CC(=C4)OC(=O)N(CCCl)CCCl.[Na+]. Cell line: 786-0. Synergy scores: CSS=0.131, Synergy_ZIP=0.744, Synergy_Bliss=0.574, Synergy_Loewe=-1.01, Synergy_HSA=-1.28. (8) Drug 1: C1=CC(=C2C(=C1NCCNCCO)C(=O)C3=C(C=CC(=C3C2=O)O)O)NCCNCCO. Drug 2: CC(C)NC(=O)C1=CC=C(C=C1)CNNC.Cl. Cell line: SK-MEL-5. Synergy scores: CSS=32.4, Synergy_ZIP=8.02, Synergy_Bliss=8.93, Synergy_Loewe=-7.74, Synergy_HSA=6.12. (9) Drug 1: CC(C1=C(C=CC(=C1Cl)F)Cl)OC2=C(N=CC(=C2)C3=CN(N=C3)C4CCNCC4)N. Drug 2: CC1CCCC2(C(O2)CC(NC(=O)CC(C(C(=O)C(C1O)C)(C)C)O)C(=CC3=CSC(=N3)C)C)C. Cell line: HOP-62. Synergy scores: CSS=0.164, Synergy_ZIP=0.163, Synergy_Bliss=-0.903, Synergy_Loewe=-4.19, Synergy_HSA=-2.88. (10) Synergy scores: CSS=6.51, Synergy_ZIP=-2.63, Synergy_Bliss=0.125, Synergy_Loewe=-0.532, Synergy_HSA=-0.369. Drug 2: CS(=O)(=O)OCCCCOS(=O)(=O)C. Cell line: UACC62. Drug 1: CN1C(=O)N2C=NC(=C2N=N1)C(=O)N.